Dataset: Reaction yield outcomes from USPTO patents with 853,638 reactions. Task: Predict the reaction yield, written as a fraction of the theoretical maximum amount of product (1.0 means a 100% yield; for example, 0.34 means a 34% yield). (1) The reactants are [F:1][C:2]1[C:3]([CH3:9])=[C:4]([CH:6]=[CH:7][CH:8]=1)[NH2:5].C1C(=O)N([Br:17])C(=O)C1.[O-]S([O-])(=S)=O.[Na+].[Na+]. The catalyst is CC#N. The product is [Br:17][C:8]1[CH:7]=[CH:6][C:4]([NH2:5])=[C:3]([CH3:9])[C:2]=1[F:1]. The yield is 0.667. (2) The reactants are [CH:1]([C:4]1[CH:9]=[CH:8][C:7]([C:10](=O)[CH:11]([O:13][C:14]2[CH:19]=[C:18]([CH3:20])[CH:17]=[C:16]([CH3:21])[C:15]=2[CH3:22])[CH3:12])=[CH:6][CH:5]=1)([CH3:3])[CH3:2]. The catalyst is C1(C)C=CC=CC=1. The product is [CH:1]([C:4]1[CH:9]=[CH:8][C:7]([C:10]2[C:19]3[C:18]([CH3:20])=[CH:17][C:16]([CH3:21])=[C:15]([CH3:22])[C:14]=3[O:13][C:11]=2[CH3:12])=[CH:6][CH:5]=1)([CH3:3])[CH3:2]. The yield is 0.960. (3) The reactants are [Cl:1][C:2]1[C:3]([CH:20]([S:29]([C:32]2[CH:37]=[CH:36][C:35]([Cl:38])=[CH:34][CH:33]=2)(=[O:31])=[O:30])[C:21]2[C:26]([F:27])=[CH:25][CH:24]=[CH:23][C:22]=2[F:28])=[CH:4][C:5]([NH:8]CC2C=CC(OC)=C(OC)C=2)=[N:6][CH:7]=1.C(=O)(O)[O-].[Na+].CCCCCC. The catalyst is FC(F)(F)C(O)=O. The product is [Cl:1][C:2]1[C:3]([CH:20]([S:29]([C:32]2[CH:37]=[CH:36][C:35]([Cl:38])=[CH:34][CH:33]=2)(=[O:31])=[O:30])[C:21]2[C:26]([F:27])=[CH:25][CH:24]=[CH:23][C:22]=2[F:28])=[CH:4][C:5]([NH2:8])=[N:6][CH:7]=1. The yield is 0.680.